Dataset: Reaction yield outcomes from USPTO patents with 853,638 reactions. Task: Predict the reaction yield, written as a fraction of the theoretical maximum amount of product (1.0 means a 100% yield; for example, 0.34 means a 34% yield). (1) The yield is 0.214. The catalyst is C1(C)C=CC=CC=1.C(OCC)(=O)C.O. The reactants are [Cl:1][C:2]1[C:3]([F:11])=[C:4]([O:9][CH3:10])[C:5](F)=[CH:6][CH:7]=1.[C:12](#[N:16])[CH:13]([CH3:15])[CH3:14].C[Si](C)(C)[N-][Si](C)(C)C.[K+].S(=O)(=O)(O)O. The product is [Cl:1][C:2]1[CH:7]=[CH:6][C:5]([C:13]([CH3:15])([CH3:14])[C:12]#[N:16])=[C:4]([O:9][CH3:10])[C:3]=1[F:11]. (2) The reactants are [CH3:1][O:2][C:3]1[CH:4]=[C:5]([C:11]2[N:16]=[C:15]([C:17]#[N:18])[C:14]([N+:19]([O-])=O)=[CH:13][CH:12]=2)[CH:6]=[CH:7][C:8]=1[O:9][CH3:10].[OH-].[NH4+]. The catalyst is CO.Cl.[Fe]. The product is [NH2:19][C:14]1[C:15]([C:17]#[N:18])=[N:16][C:11]([C:5]2[CH:6]=[CH:7][C:8]([O:9][CH3:10])=[C:3]([O:2][CH3:1])[CH:4]=2)=[CH:12][CH:13]=1. The yield is 0.640. (3) The reactants are [C:1](Cl)(=O)C.[NH:5]1[CH2:12][CH2:11][CH2:10][C@H:6]1[C:7]([OH:9])=[O:8].CCN(CC)CC.[CH:20]1[CH:25]=[CH:24][C:23]([CH2:26]Br)=[CH:22][CH:21]=1. The catalyst is CO. The product is [CH3:1][O:8][C:7](=[O:9])[C@@H:6]1[CH2:10][CH2:11][CH2:12][N:5]1[CH2:26][C:23]1[CH:24]=[CH:25][CH:20]=[CH:21][CH:22]=1. The yield is 0.690. (4) The reactants are [Li+].[OH-].[CH2:3]([O:10][N:11]1[C:17](=[O:18])[N:16]2[CH2:19][C@H:12]1[CH2:13][CH2:14][C@H:15]2[C:20]([O:22]CC)=[O:21])[C:4]1[CH:9]=[CH:8][CH:7]=[CH:6][CH:5]=1. The catalyst is C1COCC1.O. The product is [CH2:3]([O:10][N:11]1[C:17](=[O:18])[N:16]2[CH2:19][C@H:12]1[CH2:13][CH2:14][C@H:15]2[C:20]([OH:22])=[O:21])[C:4]1[CH:9]=[CH:8][CH:7]=[CH:6][CH:5]=1. The yield is 0.777.